This data is from Reaction yield outcomes from USPTO patents with 853,638 reactions. The task is: Predict the reaction yield, written as a fraction of the theoretical maximum amount of product (1.0 means a 100% yield; for example, 0.34 means a 34% yield). The reactants are [CH3:1][C:2]1([CH3:26])[C:11]2[C:6](=[C:7]([CH3:23])[CH:8]=[C:9]([C:13]([C:15]3[C:16]([CH3:22])=[N:17][N:18]([CH3:21])[C:19]=3[OH:20])=[O:14])[C:10]=2[CH3:12])[S:5](=[O:25])(=[O:24])[CH2:4][CH2:3]1.N1C=CC=CC=1.Cl.[C:34](Cl)(=[O:41])[C:35]1[CH:40]=[CH:39][N:38]=[CH:37][CH:36]=1. The product is [CH3:1][C:2]1([CH3:26])[C:11]2[C:6](=[C:7]([CH3:23])[CH:8]=[C:9]([C:13]([C:15]3[C:16]([CH3:22])=[N:17][N:18]([CH3:21])[C:19]=3[O:20][C:34]([C:35]3[CH:40]=[CH:39][N:38]=[CH:37][CH:36]=3)=[O:41])=[O:14])[C:10]=2[CH3:12])[S:5](=[O:25])(=[O:24])[CH2:4][CH2:3]1. The yield is 0.800. The catalyst is ClCCCl.[Cl-].C([N+](CC)(CC)CC)C1C=CC=CC=1.